Dataset: Catalyst prediction with 721,799 reactions and 888 catalyst types from USPTO. Task: Predict which catalyst facilitates the given reaction. (1) Reactant: Br[C:2]1[C:10]2[C:9]([NH:11][C@H:12]([C:14]3[N:19]([C:20]4[CH:25]=[CH:24][CH:23]=[CH:22][CH:21]=4)[C:18](=[O:26])[C:17]4=[C:27]([CH3:30])[CH:28]=[CH:29][N:16]4[N:15]=3)[CH3:13])=[N:8][CH:7]=[N:6][C:5]=2[N:4]([CH2:31][O:32][CH2:33][CH2:34][Si:35]([CH3:38])([CH3:37])[CH3:36])[CH:3]=1.CC1(C)C(C)(C)OB([C:47]2[CH:52]=[CH:51][C:50]([NH:53][S:54]([CH3:57])(=[O:56])=[O:55])=[CH:49][CH:48]=2)O1.C(=O)([O-])[O-].[Na+].[Na+]. Product: [CH3:30][C:27]1[CH:28]=[CH:29][N:16]2[C:17]=1[C:18](=[O:26])[N:19]([C:20]1[CH:25]=[CH:24][CH:23]=[CH:22][CH:21]=1)[C:14]([C@@H:12]([NH:11][C:9]1[C:10]3[C:2]([C:47]4[CH:48]=[CH:49][C:50]([NH:53][S:54]([CH3:57])(=[O:55])=[O:56])=[CH:51][CH:52]=4)=[CH:3][N:4]([CH2:31][O:32][CH2:33][CH2:34][Si:35]([CH3:37])([CH3:38])[CH3:36])[C:5]=3[N:6]=[CH:7][N:8]=1)[CH3:13])=[N:15]2. The catalyst class is: 149. (2) Reactant: [C:1]([O:5][C:6](=[O:13])[NH:7][C@H:8]([C:10](=O)[NH2:11])[CH3:9])([CH3:4])([CH3:3])[CH3:2].F[B-](F)(F)F.C([O+](CC)CC)C.[Br:26][C:27]1[C:32]([F:33])=[CH:31][CH:30]=[C:29](N)[C:28]=1[NH:35][C:36]1[CH:41]=[CH:40][CH:39]=[CH:38][N:37]=1. Product: [C:1]([O:5][C:6](=[O:13])[NH:7][C@H:8]([C:10]1[N:35]([C:36]2[CH:41]=[CH:40][CH:39]=[CH:38][N:37]=2)[C:28]2[C:27]([Br:26])=[C:32]([F:33])[CH:31]=[CH:30][C:29]=2[N:11]=1)[CH3:9])([CH3:4])([CH3:3])[CH3:2]. The catalyst class is: 2. (3) Reactant: [F:1][C:2]1[C:11]2[CH2:10][N:9]([C@H:12]([CH:16]([CH3:18])[CH3:17])[C:13]([OH:15])=O)[C:8](=[O:19])[C:7]3=[CH:20][NH:21][C:5]([C:6]=23)=[N:4][CH:3]=1.C1C=C2N=NN(O)C2=CC=1.O.CCN=C=NCCCN(C)C.Cl.Cl.[F:46][C:47]1([F:51])[CH2:50][NH:49][CH2:48]1.CN1CCOCC1. Product: [F:46][C:47]1([F:51])[CH2:50][N:49]([C:13](=[O:15])[C@H:12]([N:9]2[C:8](=[O:19])[C:7]3=[CH:20][NH:21][C:5]4[C:6]3=[C:11]([C:2]([F:1])=[CH:3][N:4]=4)[CH2:10]2)[CH:16]([CH3:18])[CH3:17])[CH2:48]1. The catalyst class is: 3.